This data is from Full USPTO retrosynthesis dataset with 1.9M reactions from patents (1976-2016). The task is: Predict the reactants needed to synthesize the given product. (1) Given the product [C:33]([O:32][C:30]([N:24]1[CH2:29][CH2:28][N:27]([C:9]2[C:10](=[O:11])[N:5]([CH2:1][CH:2]([CH3:3])[CH3:4])[N:6]=[C:7]([C:18]3[CH:19]=[CH:20][CH:21]=[CH:22][CH:23]=3)[C:8]=2[CH3:37])[CH2:26][CH2:25]1)=[O:31])([CH3:36])([CH3:35])[CH3:34], predict the reactants needed to synthesize it. The reactants are: [CH2:1]([N:5]1[C:10](=[O:11])[C:9](COS(C)(=O)=O)=[CH:8][C:7]([C:18]2[CH:23]=[CH:22][CH:21]=[CH:20][CH:19]=2)=[N:6]1)[CH:2]([CH3:4])[CH3:3].[N:24]1([C:30]([O:32][C:33]([CH3:36])([CH3:35])[CH3:34])=[O:31])[CH2:29][CH2:28][NH:27][CH2:26][CH2:25]1.[CH3:37]N(C)C=O. (2) Given the product [CH3:23][O:22][N:24]=[C:17]1[CH2:18][CH2:19][CH:14]([N:2]([CH3:1])[C:3]([C:5]2[CH:13]=[CH:12][C:8]3=[N:9][O:10][N:11]=[C:7]3[CH:6]=2)=[O:4])[CH2:15][CH2:16]1, predict the reactants needed to synthesize it. The reactants are: [CH3:1][N:2]([CH:14]1[CH2:19][CH2:18][C:17](=O)[CH2:16][CH2:15]1)[C:3]([C:5]1[CH:13]=[CH:12][C:8]2=[N:9][O:10][N:11]=[C:7]2[CH:6]=1)=[O:4].Cl.[O:22]([NH2:24])[CH3:23].C(N(CC)CC)C. (3) Given the product [CH3:1][O:2][C:3]1[CH:4]=[C:5]2[C:9](=[CH:10][C:11]=1[O:12][CH3:13])[N:8]([CH3:14])[CH:7]=[C:6]2[C:15]1[NH:31][C:18]2=[N:19][CH:20]=[CH:21][C:22]([CH:23]([C:25]3[CH:26]=[CH:27][CH:28]=[CH:29][CH:30]=3)[OH:24])=[C:17]2[CH:16]=1, predict the reactants needed to synthesize it. The reactants are: [CH3:1][O:2][C:3]1[CH:4]=[C:5]2[C:9](=[CH:10][C:11]=1[O:12][CH3:13])[N:8]([CH3:14])[CH:7]=[C:6]2[C:15]1[N:31](S(C2C=CC(C)=CC=2)(=O)=O)[C:18]2=[N:19][CH:20]=[CH:21][C:22]([CH:23]([C:25]3[CH:30]=[CH:29][CH:28]=[CH:27][CH:26]=3)[OH:24])=[C:17]2[CH:16]=1.[OH-].[K+]. (4) Given the product [Cl:14][C:2]1[N:7]=[C:6]([CH3:8])[CH:5]=[C:4]([CH3:9])[N:3]=1, predict the reactants needed to synthesize it. The reactants are: O[C:2]1[N:7]=[C:6]([CH3:8])[CH:5]=[C:4]([CH3:9])[N:3]=1.[OH-].[Na+].P(Cl)(Cl)([Cl:14])=O.